Dataset: Full USPTO retrosynthesis dataset with 1.9M reactions from patents (1976-2016). Task: Predict the reactants needed to synthesize the given product. (1) Given the product [ClH:30].[CH3:24][O:23][C:18]1[CH:19]=[CH:20][CH:21]=[CH:22][C:17]=1/[CH:16]=[C:6]1\[CH:5]([CH2:4][N:2]([CH3:3])[CH3:1])[CH2:14][CH2:13][C:12]2[C:7]\1=[CH:8][CH:9]=[CH:10][CH:11]=2, predict the reactants needed to synthesize it. The reactants are: [CH3:1][N:2]([CH2:4][CH:5]1[CH2:14][CH2:13][C:12]2[C:7](=[CH:8][CH:9]=[CH:10][CH:11]=2)[C:6]1([CH2:16][C:17]1[CH:22]=[CH:21][CH:20]=[CH:19][C:18]=1[O:23][CH3:24])O)[CH3:3].COC1C=CC=CC=1C[Cl:30].CN(CC1CCC2C(=CC=CC=2)C1=O)C.C(=O)([O-])[O-].[K+].[K+].C[Si](C)(C)Cl.O. (2) Given the product [OH:28][CH2:11][CH:10]1[CH2:9][C:8]1([C:5]1[CH:4]=[CH:3][C:2]([CH3:1])=[CH:7][CH:6]=1)[C:13]#[N:12], predict the reactants needed to synthesize it. The reactants are: [CH3:1][C:2]1[CH:3]=[CH:4][C:5]([C:8]23[CH2:13][NH:12][CH2:11][CH:10]2[CH2:9]3)=[CH:6][CH:7]=1.C1(C)C=CC(CC#N)=CC=1.C(C1[O:28]C1)Cl. (3) Given the product [F:26][C:14]1[C:13]([CH:11]([C:8]2[N:6]3[N:7]=[C:2]([N:10]4[CH2:9][CH2:8][N:6]([CH3:5])[C:32](=[O:33])[CH2:34]4)[CH:3]=[CH:4][C:5]3=[N:10][CH:9]=2)[CH3:12])=[C:21]([F:22])[CH:20]=[C:19]2[C:15]=1[CH:16]=[N:17][N:18]2[CH:23]([CH3:25])[CH3:24], predict the reactants needed to synthesize it. The reactants are: Cl[C:2]1[CH:3]=[CH:4][C:5]2[N:6]([C:8]([CH:11]([C:13]3[C:14]([F:26])=[C:15]4[C:19](=[CH:20][C:21]=3[F:22])[N:18]([CH:23]([CH3:25])[CH3:24])[N:17]=[CH:16]4)[CH3:12])=[CH:9][N:10]=2)[N:7]=1.[F-].[K+].CCO[C:32]([CH3:34])=[O:33]. (4) Given the product [F:1][C:2]1[CH:3]=[CH:4][C:5]2[N:6]([C:10]([N:12]([CH:16]([CH3:18])[CH3:17])[CH:13]([CH3:15])[CH3:14])=[N:9][N:8]=2)[CH:7]=1, predict the reactants needed to synthesize it. The reactants are: [F:1][C:2]1[CH:3]=[CH:4][C:5]([NH:8][NH:9][C:10]([N:12]([CH:16]([CH3:18])[CH3:17])[CH:13]([CH3:15])[CH3:14])=O)=[N:6][CH:7]=1.FC1C=CC2N(C(C3(N(C)C)CCCC3)=NN=2)C=1. (5) The reactants are: [F:1][C:2]1[CH:7]=[CH:6][CH:5]=[CH:4][C:3]=1[CH2:8][O:9][C:10]1[CH:15]=[CH:14][C:13]([C@@H:16]2[NH:20][C@H:19]([C:21]([O:23][CH3:24])=[O:22])[CH2:18][CH2:17]2)=[CH:12][CH:11]=1.C(N(C(C)C)CC)(C)C.Cl[C:35]([O:37][CH2:38][C:39]1[CH:44]=[CH:43][CH:42]=[CH:41][CH:40]=1)=[O:36]. Given the product [F:1][C:2]1[CH:7]=[CH:6][CH:5]=[CH:4][C:3]=1[CH2:8][O:9][C:10]1[CH:15]=[CH:14][C:13]([C@@H:16]2[N:20]([C:35]([O:37][CH2:38][C:39]3[CH:44]=[CH:43][CH:42]=[CH:41][CH:40]=3)=[O:36])[C@H:19]([C:21]([O:23][CH3:24])=[O:22])[CH2:18][CH2:17]2)=[CH:12][CH:11]=1, predict the reactants needed to synthesize it. (6) The reactants are: Cl[C:2]1[N:7]=[C:6]([NH:8][CH3:9])[CH:5]=[C:4]([CH2:10][O:11][CH2:12][C:13]([F:16])([F:15])[F:14])[N:3]=1.[CH3:17][O:18][C:19]1[CH:20]=[C:21]([CH:23]=[CH:24][C:25]=1[C:26]1[CH:31]=[C:30]([CH3:32])[N:29]=[N:28][CH:27]=1)[NH2:22].[Cs].C1(P(C2CCCCC2)C2C=CC=CC=2C2C=CC=CC=2)CCCCC1. Given the product [CH3:17][O:18][C:19]1[CH:20]=[C:21]([NH:22][C:2]2[N:7]=[C:6]([NH:8][CH3:9])[CH:5]=[C:4]([CH2:10][O:11][CH2:12][C:13]([F:16])([F:15])[F:14])[N:3]=2)[CH:23]=[CH:24][C:25]=1[C:26]1[CH:31]=[C:30]([CH3:32])[N:29]=[N:28][CH:27]=1, predict the reactants needed to synthesize it. (7) Given the product [Br:1][C:2]1[N:3]=[C:4]([S:14]([N:23]([CH3:24])[CH3:22])(=[O:16])=[O:15])[CH:5]=[CH:6][CH:7]=1, predict the reactants needed to synthesize it. The reactants are: [Br:1][C:2]1[CH:7]=[CH:6][CH:5]=[C:4](Br)[N:3]=1.C([Li])CCC.[S:14](=[O:16])=[O:15].S(Cl)(Cl)(=O)=O.[CH3:22][NH:23][CH3:24]. (8) Given the product [Cl:22][C:15]1[C:14]([O:13][CH2:10][CH3:11])=[CH:19][C:18]([I:20])=[CH:17][C:16]=1[OH:21], predict the reactants needed to synthesize it. The reactants are: ICC.C([O-])([O-])=O.[K+].[K+].[C:10]([O:13][C:14]1[CH:19]=[C:18]([I:20])[CH:17]=[C:16]([OH:21])[C:15]=1[Cl:22])(=O)[CH3:11].